Dataset: Forward reaction prediction with 1.9M reactions from USPTO patents (1976-2016). Task: Predict the product of the given reaction. (1) The product is: [CH3:43][C:44]1[CH:49]=[CH:48][C:47]([C:2]2([C:35]([CH:37]3[CH2:42][CH2:41][CH2:40][CH2:39][O:38]3)=[O:36])[C:10]3[C:5](=[CH:6][CH:7]=[C:8]([C:11]4[N:15]=[CH:14][N:13]([C:16]5[CH:23]=[CH:24][C:25]([CH3:26])=[C:22]([CH3:21])[C:17]=5[CH3:18])[N:12]=4)[CH:9]=3)[NH:4][NH:3]2)=[CH:46][CH:45]=1. Given the reactants Br[C:2]1([C:35]([CH:37]2[CH2:42][CH2:41][CH2:40][CH2:39][O:38]2)=[O:36])[C:10]2[C:5](=[CH:6][CH:7]=[C:8]([C:11]3[N:15]=[CH:14][N:13]([C:16](C4C=CC=CC=4)([C:23]4C=C[CH:26]=[CH:25][CH:24]=4)[C:17]4[CH:22]=[CH:21]C=C[CH:18]=4)[N:12]=3)[CH:9]=2)[NH:4][NH:3]1.[CH3:43][C:44]1[CH:49]=[CH:48][C:47](B(O)O)=[CH:46][CH:45]=1.ClCCl.P([O-])([O-])([O-])=O.[K+].[K+].[K+], predict the reaction product. (2) The product is: [CH3:20][C:19]1[C:10](=[O:12])[CH2:9][N:8]([C:1]([O:3][C:4]([CH3:7])([CH3:6])[CH3:5])=[O:2])[CH2:11][C:18]=1[Sn:17]([CH2:13][CH2:14][CH2:15][CH3:16])([CH2:25][CH2:26][CH2:27][CH3:28])[CH2:21][CH2:22][CH2:23][CH3:24]. Given the reactants [C:1]([N:8]1[CH2:11][C:10](=[O:12])[CH2:9]1)([O:3][C:4]([CH3:7])([CH3:6])[CH3:5])=[O:2].[CH2:13]([Sn:17]([CH2:25][CH2:26][CH2:27][CH3:28])([CH2:21][CH2:22][CH2:23][CH3:24])[C:18]#[C:19][CH3:20])[CH2:14][CH2:15][CH3:16], predict the reaction product.